From a dataset of Catalyst prediction with 721,799 reactions and 888 catalyst types from USPTO. Predict which catalyst facilitates the given reaction. (1) Reactant: [F:1][CH2:2][CH2:3][N:4]1[C:16]2[CH2:15][CH2:14][CH2:13][CH:12]([C:17]([O:19]CC)=[O:18])[C:11]=2[C:10]2[C:5]1=[CH:6][CH:7]=[CH:8][C:9]=2[O:22][CH3:23].[OH-].[Na+]. Product: [F:1][CH2:2][CH2:3][N:4]1[C:16]2[CH2:15][CH2:14][CH2:13][CH:12]([C:17]([OH:19])=[O:18])[C:11]=2[C:10]2[C:5]1=[CH:6][CH:7]=[CH:8][C:9]=2[O:22][CH3:23]. The catalyst class is: 40. (2) Reactant: [NH2:1][C:2]1[CH:7]=[CH:6][CH:5]=[CH:4][C:3]=1[C:8](=[C:22]1[CH2:27][CH2:26][N:25]([CH2:28][CH2:29][CH2:30][CH3:31])[CH2:24][CH2:23]1)[C:9]1[CH:21]=[CH:20][C:12]([C:13]([N:15]([CH2:18][CH3:19])[CH2:16][CH3:17])=[O:14])=[CH:11][CH:10]=1.BrC(=C1CCN(CC2C=CC=CN=2)CC1)C1C=C[C:37]([C:38]([N:40](CC)CC)=O)=CC=1.NC1C=CC=CC=1B(O)O.C([O-])([O-])=O.[Na+].[Na+]. Product: [NH2:1][C:2]1[CH:7]=[CH:6][CH:5]=[CH:4][C:3]=1[C:8](=[C:22]1[CH2:27][CH2:26][N:25]([CH2:28][C:29]2[CH:30]=[CH:31][CH:37]=[CH:38][N:40]=2)[CH2:24][CH2:23]1)[C:9]1[CH:21]=[CH:20][C:12]([C:13]([N:15]([CH2:18][CH3:19])[CH2:16][CH3:17])=[O:14])=[CH:11][CH:10]=1. The catalyst class is: 548. (3) Reactant: [Br:1][C:2]1[CH:3]=[C:4]([Cl:11])[C:5]([C:8](O)=[O:9])=[N:6][CH:7]=1.ON1C2C=CC=CC=2N=N1.Cl.[CH3:23][NH:24][O:25][CH3:26].C(N(CC)CC)C. Product: [Br:1][C:2]1[CH:3]=[C:4]([Cl:11])[C:5]([C:8]([N:24]([O:25][CH3:26])[CH3:23])=[O:9])=[N:6][CH:7]=1. The catalyst class is: 35. (4) Reactant: [CH2:1]([O:19][C:20]1[CH:21]=[C:22]([CH:44]=[C:45]([O:47][CH2:48][CH2:49][CH2:50][CH2:51][CH2:52][CH2:53][CH2:54][CH2:55]/[CH:56]=[CH:57]\[CH2:58]/[CH:59]=[CH:60]\[CH2:61][CH2:62][CH2:63][CH2:64][CH3:65])[N:46]=1)[C:23]([O:25]CCCCCCCC/C=C\C/C=C\CCCCC)=[O:24])[CH2:2][CH2:3][CH2:4][CH2:5][CH2:6][CH2:7][CH2:8]/[CH:9]=[CH:10]\[CH2:11]/[CH:12]=[CH:13]\[CH2:14][CH2:15][CH2:16][CH2:17][CH3:18].[OH-].[K+].O.C1COCC1. Product: [CH2:48]([O:47][C:45]1[CH:44]=[C:22]([CH:21]=[C:20]([O:19][CH2:1][CH2:2][CH2:3][CH2:4][CH2:5][CH2:6][CH2:7][CH2:8]/[CH:9]=[CH:10]\[CH2:11]/[CH:12]=[CH:13]\[CH2:14][CH2:15][CH2:16][CH2:17][CH3:18])[N:46]=1)[C:23]([OH:25])=[O:24])[CH2:49][CH2:50][CH2:51][CH2:52][CH2:53][CH2:54][CH2:55]/[CH:56]=[CH:57]\[CH2:58]/[CH:59]=[CH:60]\[CH2:61][CH2:62][CH2:63][CH2:64][CH3:65]. The catalyst class is: 14. (5) Reactant: [O:1]=[S:2]1(=[O:18])[N:7]([C:8]2[CH:16]=[CH:15][C:11]([C:12]([OH:14])=O)=[C:10]([F:17])[CH:9]=2)[CH2:6][CH2:5][O:4][CH2:3]1.[Cl:19][C:20]1[CH:26]=[CH:25][C:23]([NH2:24])=[CH:22][C:21]=1[C:27]1[C:36]2[C:31](=[CH:32][CH:33]=[CH:34][CH:35]=2)[CH:30]=[CH:29][N:28]=1.CN(C(ON1N=NC2C=CC=NC1=2)=[N+](C)C)C.F[P-](F)(F)(F)(F)F.CCN(C(C)C)C(C)C. Product: [Cl:19][C:20]1[CH:26]=[CH:25][C:23]([NH:24][C:12](=[O:14])[C:11]2[CH:15]=[CH:16][C:8]([N:7]3[CH2:6][CH2:5][O:4][CH2:3][S:2]3(=[O:1])=[O:18])=[CH:9][C:10]=2[F:17])=[CH:22][C:21]=1[C:27]1[C:36]2[C:31](=[CH:32][CH:33]=[CH:34][CH:35]=2)[CH:30]=[CH:29][N:28]=1. The catalyst class is: 31. (6) The catalyst class is: 183. Product: [NH2:1][C:4]1[CH:5]=[C:6]([S:10]([NH:13][C:14]([C:16]2[C:17]([O:28][C:29]3[C:30]([CH3:37])=[CH:31][C:32]([CH3:36])=[CH:33][C:34]=3[CH3:35])=[N:18][CH:19]=[C:20]([C:22]3[CH:23]=[CH:24][CH:25]=[CH:26][CH:27]=3)[CH:21]=2)=[O:15])(=[O:11])=[O:12])[CH:7]=[CH:8][CH:9]=1. Reactant: [N+:1]([C:4]1[CH:5]=[C:6]([S:10]([NH:13][C:14]([C:16]2[C:17]([O:28][C:29]3[C:34]([CH3:35])=[CH:33][C:32]([CH3:36])=[CH:31][C:30]=3[CH3:37])=[N:18][CH:19]=[C:20]([C:22]3[CH:27]=[CH:26][CH:25]=[CH:24][CH:23]=3)[CH:21]=2)=[O:15])(=[O:12])=[O:11])[CH:7]=[CH:8][CH:9]=1)([O-])=O. (7) Reactant: [NH2:1][C:2](=O)[C@@H:3]([NH:22][C:23]([C:25]1([NH:31][C:32](=[O:38])[O:33][C:34]([CH3:37])([CH3:36])[CH3:35])[CH2:30][CH2:29][O:28][CH2:27][CH2:26]1)=[O:24])[CH2:4][C:5]1[CH:10]=[CH:9][C:8]([C:11]2[CH:19]=[C:18]3[C:14]([CH2:15][C:16](=[O:21])[N:17]3[CH3:20])=[CH:13][CH:12]=2)=[CH:7][CH:6]=1.CC[N+](S(N=C(OC)[O-])(=O)=O)(CC)CC. Product: [C:2]([C@@H:3]([NH:22][C:23]([C:25]1([NH:31][C:32](=[O:38])[O:33][C:34]([CH3:36])([CH3:35])[CH3:37])[CH2:26][CH2:27][O:28][CH2:29][CH2:30]1)=[O:24])[CH2:4][C:5]1[CH:10]=[CH:9][C:8]([C:11]2[CH:19]=[C:18]3[C:14]([CH2:15][C:16](=[O:21])[N:17]3[CH3:20])=[CH:13][CH:12]=2)=[CH:7][CH:6]=1)#[N:1]. The catalyst class is: 4. (8) Reactant: [CH:1]([C:4]1[CH:9]=[CH:8][CH:7]=[C:6]([CH:10]([CH3:12])[CH3:11])[C:5]=1[N:13]1[CH:17]=[CH:16][N:15]=[C:14]1[C:18]1[CH:19]=[C:20]([OH:25])[CH:21]=[C:22]([CH3:24])[CH:23]=1)([CH3:3])[CH3:2].Br[C:27]1[CH:28]=[C:29]([C:33]2[N:34]([C:38]3[C:43]([CH:44]([CH3:46])[CH3:45])=[CH:42][CH:41]=[CH:40][C:39]=3[CH:47]([CH3:49])[CH3:48])[CH:35]=[CH:36][N:37]=2)[CH:30]=[CH:31][CH:32]=1.N1C=CC=CC=1C(O)=O.O.[O-]P([O-])([O-])=O.[K+].[K+].[K+]. Product: [CH:44]([C:43]1[CH:42]=[CH:41][CH:40]=[C:39]([CH:47]([CH3:49])[CH3:48])[C:38]=1[N:34]1[CH:35]=[CH:36][N:37]=[C:33]1[C:29]1[CH:28]=[CH:27][CH:32]=[C:31]([O:25][C:20]2[CH:21]=[C:22]([CH3:24])[CH:23]=[C:18]([C:14]3[N:13]([C:5]4[C:6]([CH:10]([CH3:12])[CH3:11])=[CH:7][CH:8]=[CH:9][C:4]=4[CH:1]([CH3:2])[CH3:3])[CH:17]=[CH:16][N:15]=3)[CH:19]=2)[CH:30]=1)([CH3:45])[CH3:46]. The catalyst class is: 419.